This data is from Catalyst prediction with 721,799 reactions and 888 catalyst types from USPTO. The task is: Predict which catalyst facilitates the given reaction. (1) Reactant: [CH2:1]([N:8]1[C:16]2[C:11](=[CH:12][CH:13]=[CH:14][CH:15]=2)[C:10](/[CH:17]=[C:18](\[C:22]#[N:23])/[C:19]([NH2:21])=[O:20])=[C:9]1OCC)[C:2]1[CH:7]=[CH:6][CH:5]=[CH:4][CH:3]=1.[NH4+:27].[OH-]. Product: [NH2:23][C:22]1[C:18]([C:19]([NH2:21])=[O:20])=[CH:17][C:10]2[C:11]3[C:16](=[CH:15][CH:14]=[CH:13][CH:12]=3)[N:8]([CH2:1][C:2]3[CH:7]=[CH:6][CH:5]=[CH:4][CH:3]=3)[C:9]=2[N:27]=1. The catalyst class is: 5. (2) Reactant: [S:1]1[C:5]2[CH:6]=[CH:7][C:8]([NH:10][C:11]3[C:20]4[C:15](=[CH:16][C:17]([O:22]C)=[C:18](I)[CH:19]=4)[N:14]=[CH:13][N:12]=3)=[CH:9][C:4]=2[N:3]=[CH:2]1.[CH3:24][C:25]([S-:28])([CH3:27])[CH3:26].[Na+]. Product: [S:1]1[C:5]2[CH:6]=[CH:7][C:8]([NH:10][C:11]3[C:20]4[C:15](=[CH:16][C:17]([OH:22])=[C:18]([S:28][C:25]([CH3:27])([CH3:26])[CH3:24])[CH:19]=4)[N:14]=[CH:13][N:12]=3)=[CH:9][C:4]=2[N:3]=[CH:2]1. The catalyst class is: 3.